This data is from Catalyst prediction with 721,799 reactions and 888 catalyst types from USPTO. The task is: Predict which catalyst facilitates the given reaction. Reactant: Br[C:2]1[CH:7]=[C:6]([C:8]([F:11])([F:10])[F:9])[CH:5]=[CH:4][CH:3]=1.C([Li])CCC.CCCCCC.[F:23][C:24]([F:34])([F:33])[C:25]1[CH:32]=[CH:31][C:28]([CH:29]=[O:30])=[CH:27][CH:26]=1.[Cl-].[NH4+]. Product: [F:9][C:8]([F:11])([F:10])[C:6]1[CH:5]=[CH:4][C:3]([CH:29]([C:28]2[CH:27]=[CH:26][C:25]([C:24]([F:23])([F:33])[F:34])=[CH:32][CH:31]=2)[OH:30])=[CH:2][CH:7]=1. The catalyst class is: 1.